From a dataset of TCR-epitope binding with 47,182 pairs between 192 epitopes and 23,139 TCRs. Binary Classification. Given a T-cell receptor sequence (or CDR3 region) and an epitope sequence, predict whether binding occurs between them. (1) The epitope is VLWAHGFEL. Result: 1 (the TCR binds to the epitope). The TCR CDR3 sequence is CASSLDTSGYLEQYF. (2) The epitope is KAYNVTQAF. The TCR CDR3 sequence is CASSFGGNTEAFF. Result: 1 (the TCR binds to the epitope).